This data is from Full USPTO retrosynthesis dataset with 1.9M reactions from patents (1976-2016). The task is: Predict the reactants needed to synthesize the given product. (1) Given the product [C:1]([C:5]1[CH:10]=[C:9]([C:11]2[N:12]=[C:13]([CH2:16][NH:17][CH2:27][C:39]3[CH:42]=[CH:43][C:36]([N+:33]([O-:35])=[O:34])=[CH:37][CH:38]=3)[S:14][CH:15]=2)[CH:8]=[C:7]([C:28]([CH3:31])([CH3:30])[CH3:29])[C:6]=1[OH:32])([CH3:3])([CH3:4])[CH3:2], predict the reactants needed to synthesize it. The reactants are: [C:1]([C:5]1[CH:10]=[C:9]([C:11]2[N:12]=[C:13]([CH2:16][N:17]([CH3:27])C3C=CC(N(C)C)=CC=3)[S:14][CH:15]=2)[CH:8]=[C:7]([C:28]([CH3:31])([CH3:30])[CH3:29])[C:6]=1[OH:32])([CH3:4])([CH3:3])[CH3:2].[N+:33]([C:36]1[CH:43]=[CH:42][C:39](C=O)=[CH:38][CH:37]=1)([O-:35])=[O:34].CO.[BH4-].[Na+]. (2) The reactants are: [NH2:1][C:2]1[CH:7]=[CH:6][C:5]([C:8]2[C:16]3[C:11](=[N:12][CH:13]=[CH:14][CH:15]=3)[NH:10][C:9]=2[C:17]([NH2:19])=[O:18])=[CH:4][CH:3]=1.[Cl:20][C:21]1[CH:26]=[CH:25][C:24]([C:27]([F:30])([F:29])[F:28])=[CH:23][C:22]=1[N:31]=[C:32]=[O:33]. Given the product [Cl:20][C:21]1[CH:26]=[CH:25][C:24]([C:27]([F:30])([F:29])[F:28])=[CH:23][C:22]=1[NH:31][C:32](=[O:33])[NH:1][C:2]1[CH:3]=[CH:4][C:5]([C:8]2[C:16]3[C:11](=[N:12][CH:13]=[CH:14][CH:15]=3)[NH:10][C:9]=2[C:17]([NH2:19])=[O:18])=[CH:6][CH:7]=1, predict the reactants needed to synthesize it.